Dataset: Forward reaction prediction with 1.9M reactions from USPTO patents (1976-2016). Task: Predict the product of the given reaction. (1) Given the reactants C(OC([N:8]1[CH2:13][CH2:12][CH2:11][C@H:10]2[CH2:14][N:15]([C:17]3[C:26]([O:27][CH3:28])=[C:25]4[C:20]([C:21](=[O:57])[C:22]([C:32]([O:34][CH2:35][C:36](=[O:56])[N:37]([CH:39]([P:48]([O:53]CC)([O:50]CC)=[O:49])[P:40]([O:45]CC)([O:42]CC)=[O:41])[CH3:38])=[O:33])=[CH:23][N:24]4[CH:29]4[CH2:31][CH2:30]4)=[CH:19][C:18]=3[F:58])[CH2:16][C@@H:9]12)=O)(C)(C)C.C(OC(N1CCC[C@H]2CN(C3C(OC)=C4C(C(=O)C(C(OCC(=O)NC(P(OCC)(OCC)=O)P(OCC)(OCC)=O)=O)=CN4C4CC4)=CC=3F)C[C@@H]12)=O)(C)(C)C, predict the reaction product. The product is: [CH:29]1([N:24]2[C:25]3[C:20](=[CH:19][C:18]([F:58])=[C:17]([N:15]4[CH2:14][C@H:10]5[C@H:9]([NH:8][CH2:13][CH2:12][CH2:11]5)[CH2:16]4)[C:26]=3[O:27][CH3:28])[C:21](=[O:57])[C:22]([C:32]([O:34][CH2:35][C:36](=[O:56])[N:37]([CH:39]([P:48]([OH:53])([OH:50])=[O:49])[P:40]([OH:42])([OH:45])=[O:41])[CH3:38])=[O:33])=[CH:23]2)[CH2:31][CH2:30]1. (2) The product is: [CH3:1][O:2][C:3]1[CH:4]=[C:5]2[C:10](=[CH:11][C:12]=1[O:13][CH3:14])[N:9]=[CH:8][CH:7]=[C:6]2[O:15][C:16]1[CH:22]=[CH:21][C:19]([NH:20][C:38](=[O:40])[O:56][CH:54]([C:53]2[CH:57]=[CH:58][CH:59]=[C:51]([C:50]([F:60])([F:61])[F:49])[CH:52]=2)[CH3:55])=[CH:18][CH:17]=1. Given the reactants [CH3:1][O:2][C:3]1[CH:4]=[C:5]2[C:10](=[CH:11][C:12]=1[O:13][CH3:14])[N:9]=[CH:8][CH:7]=[C:6]2[O:15][C:16]1[CH:22]=[CH:21][C:19]([NH2:20])=[CH:18][CH:17]=1.C1(C)C=CC=CC=1.C(N(CC)CC)C.Cl[C:38](Cl)([O:40]C(=O)OC(Cl)(Cl)Cl)Cl.[F:49][C:50]([F:61])([F:60])[C:51]1[CH:52]=[C:53]([CH:57]=[CH:58][CH:59]=1)[CH:54]([OH:56])[CH3:55], predict the reaction product. (3) Given the reactants Cl.[C:2]1([CH3:10])[CH:7]=[CH:6][CH:5]=[CH:4][C:3]=1[NH:8][NH2:9].C(=O)([O-])O.[Na+].NN.[Cl:18][C:19]1[N:20]=[C:21]2[C:26](=[C:27]3[C:32]=1[CH:31]=[CH:30][CH:29]=[CH:28]3)[CH:25]=[CH:24][CH:23]=[CH:22]2, predict the reaction product. The product is: [ClH:18].[CH:25]1[C:26]2[C:21](=[N:20][C:19]([NH:9][NH:8][C:3]3[CH:4]=[CH:5][CH:6]=[CH:7][C:2]=3[CH3:10])=[C:32]3[C:27]=2[CH:28]=[CH:29][CH:30]=[CH:31]3)[CH:22]=[CH:23][CH:24]=1. (4) Given the reactants [Cl:1][C:2]1[CH:7]=[CH:6][C:5]([C:8]2[CH:13]=[C:12]([CH3:14])[N:11]3[N:15]=[CH:16][C:17]([C:18]([OH:20])=O)=[C:10]3[N:9]=2)=[CH:4][CH:3]=1.O[NH:22][C:23](=[NH:34])[C:24]1[CH:29]=[CH:28][CH:27]=[C:26]([S:30](=[O:33])(=[O:32])[NH2:31])[CH:25]=1, predict the reaction product. The product is: [Cl:1][C:2]1[CH:3]=[CH:4][C:5]([C:8]2[CH:13]=[C:12]([CH3:14])[N:11]3[N:15]=[CH:16][C:17]([C:18]4[O:20][N:34]=[C:23]([C:24]5[CH:25]=[C:26]([S:30]([NH2:31])(=[O:32])=[O:33])[CH:27]=[CH:28][CH:29]=5)[N:22]=4)=[C:10]3[N:9]=2)=[CH:6][CH:7]=1. (5) Given the reactants [CH2:1]([C:3]([CH:5]1[CH2:7][CH2:6]1)=O)[CH3:2].[C:8]([CH2:10][C:11]([O:13][CH3:14])=[O:12])#[N:9], predict the reaction product. The product is: [C:8]([C:10](=[C:3]([CH:5]1[CH2:7][CH2:6]1)[CH2:1][CH3:2])[C:11]([O:13][CH3:14])=[O:12])#[N:9]. (6) Given the reactants [N:1]1([CH2:6][C@@H:7]([O:14][C:15]2[CH:24]=[CH:23][C:22]3[C:21](=[O:25])[CH2:20][CH2:19][CH2:18][C:17]=3[C:16]=2[CH2:26][S:27][C:28]2[CH:36]=[CH:35][CH:34]=[CH:33][C:29]=2[C:30](O)=[O:31])[C:8]2[CH:13]=[CH:12][CH:11]=[CH:10][CH:9]=2)[CH:5]=[CH:4][N:3]=[CH:2]1.[NH2:37][CH:38]([CH2:41][OH:42])[CH2:39][OH:40], predict the reaction product. The product is: [OH:40][CH2:39][CH:38]([NH:37][C:30](=[O:31])[C:29]1[CH:33]=[CH:34][CH:35]=[CH:36][C:28]=1[S:27][CH2:26][C:16]1[C:17]2[CH2:18][CH2:19][CH2:20][C:21](=[O:25])[C:22]=2[CH:23]=[CH:24][C:15]=1[O:14][C@@H:7]([C:8]1[CH:9]=[CH:10][CH:11]=[CH:12][CH:13]=1)[CH2:6][N:1]1[CH:5]=[CH:4][N:3]=[CH:2]1)[CH2:41][OH:42]. (7) Given the reactants [Cl:1][C:2]1[CH:7]=[C:6]([Cl:8])[C:5]([O:9][CH3:10])=[CH:4][C:3]=1[NH:11][C:12]1[C:21]2[C:16](=[CH:17][C:18]([O:24][CH2:25][CH2:26][CH2:27][N:28]3[CH2:33][CH2:32][N:31]([CH3:34])[CH2:30][CH2:29]3)=[C:19]([O:22][CH3:23])[CH:20]=2)[N:15]=[CH:14][C:13]=1[C:35]#[N:36], predict the reaction product. The product is: [OH2:9].[Cl:1][C:2]1[CH:7]=[C:6]([Cl:8])[C:5]([O:9][CH3:10])=[CH:4][C:3]=1[NH:11][C:12]1[C:21]2[C:16](=[CH:17][C:18]([O:24][CH2:25][CH2:26][CH2:27][N:28]3[CH2:33][CH2:32][N:31]([CH3:34])[CH2:30][CH2:29]3)=[C:19]([O:22][CH3:23])[CH:20]=2)[N:15]=[CH:14][C:13]=1[C:35]#[N:36].